From a dataset of Reaction yield outcomes from USPTO patents with 853,638 reactions. Predict the reaction yield, written as a fraction of the theoretical maximum amount of product (1.0 means a 100% yield; for example, 0.34 means a 34% yield). The reactants are [NH:1]1[C:5]2[CH:6]=[CH:7][C:8]([C:10]([OH:12])=O)=[CH:9][C:4]=2[N:3]=[CH:2]1.[C:13]1([C:19]2[CH:20]=[CH:21][C:22]3[CH2:23][C@H:24]4[C@@H:29]([C:30]=3[CH:31]=2)[CH2:28][CH2:27][CH2:26][NH:25]4)[CH:18]=[CH:17][CH:16]=[CH:15][CH:14]=1. No catalyst specified. The product is [NH:1]1[C:5]2[CH:6]=[CH:7][C:8]([C:10]([N:25]3[CH2:26][CH2:27][CH2:28][C@@H:29]4[C:30]5[CH:31]=[C:19]([C:13]6[CH:18]=[CH:17][CH:16]=[CH:15][CH:14]=6)[CH:20]=[CH:21][C:22]=5[CH2:23][C@H:24]34)=[O:12])=[CH:9][C:4]=2[N:3]=[CH:2]1. The yield is 0.630.